Dataset: Reaction yield outcomes from USPTO patents with 853,638 reactions. Task: Predict the reaction yield, written as a fraction of the theoretical maximum amount of product (1.0 means a 100% yield; for example, 0.34 means a 34% yield). (1) The reactants are C(NC1C=CC(C2C=C3C(CN([C@@H](C(C)C)C(O)=O)C3=O)=CC=2)=CC=1)(=O)C1C=CC=CC=1.[CH3:33][C:34]1[CH:66]=[CH:65][C:37]([C:38]([NH:40][C:41]2[CH:46]=[CH:45][C:44]([C:47]3[CH:55]=[C:54]4[C:50]([CH2:51][N:52]([C:57]5([C:61]([O:63]C)=[O:62])[CH2:60][CH2:59][CH2:58]5)[C:53]4=[O:56])=[CH:49][CH:48]=3)=[CH:43][CH:42]=2)=[O:39])=[CH:36][CH:35]=1. No catalyst specified. The product is [CH3:33][C:34]1[CH:35]=[CH:36][C:37]([C:38]([NH:40][C:41]2[CH:42]=[CH:43][C:44]([C:47]3[CH:55]=[C:54]4[C:50]([CH2:51][N:52]([C:57]5([C:61]([OH:63])=[O:62])[CH2:58][CH2:59][CH2:60]5)[C:53]4=[O:56])=[CH:49][CH:48]=3)=[CH:45][CH:46]=2)=[O:39])=[CH:65][CH:66]=1. The yield is 0.870. (2) The reactants are [CH3:1][O:2][C:3]([C:5]1[CH:10]=[CH:9][C:8](B(O)O)=[CH:7][CH:6]=1)=[O:4].Br[C:15]1[CH:16]=[CH:17][C:18]2[O:24][CH2:23][CH2:22][N:21]([C:25]([O:27][C:28]([CH3:31])([CH3:30])[CH3:29])=[O:26])[CH2:20][C:19]=2[CH:32]=1.P([O-])([O-])([O-])=O.[K+].[K+].[K+]. The catalyst is O1CCOCC1.C1C=CC(P(C2C=CC=CC=2)[C-]2C=CC=C2)=CC=1.C1C=CC(P(C2C=CC=CC=2)[C-]2C=CC=C2)=CC=1.Cl[Pd]Cl.[Fe+2]. The product is [CH3:1][O:2][C:3]([C:5]1[CH:10]=[CH:9][C:8]([C:15]2[CH:16]=[CH:17][C:18]3[O:24][CH2:23][CH2:22][N:21]([C:25]([O:27][C:28]([CH3:30])([CH3:29])[CH3:31])=[O:26])[CH2:20][C:19]=3[CH:32]=2)=[CH:7][CH:6]=1)=[O:4]. The yield is 0.600.